Task: Predict the product of the given reaction.. Dataset: Forward reaction prediction with 1.9M reactions from USPTO patents (1976-2016) (1) The product is: [NH2:20][C:18]([NH:17][C:9]1[S:8][C:7]([C:1]2[CH:2]=[CH:3][CH:4]=[CH:5][CH:6]=2)=[N:11][C:10]=1[C:12]([NH:31][C@H:32]1[CH2:38][CH2:37][CH2:36][CH2:35][N:34]([C:39]([O:41][C:42]([CH3:45])([CH3:44])[CH3:43])=[O:40])[CH2:33]1)=[O:14])=[O:19]. Given the reactants [C:1]1([C:7]2[S:8][C:9]([NH:17][C:18]([NH:20]C(=O)C(Cl)(Cl)Cl)=[O:19])=[C:10]([C:12]([O:14]CC)=O)[N:11]=2)[CH:6]=[CH:5][CH:4]=[CH:3][CH:2]=1.C[Al](C)C.[NH2:31][C@H:32]1[CH2:38][CH2:37][CH2:36][CH2:35][N:34]([C:39]([O:41][C:42]([CH3:45])([CH3:44])[CH3:43])=[O:40])[CH2:33]1.[C@H](O)(C([O-])=O)[C@@H](O)C([O-])=O.[Na+].[K+], predict the reaction product. (2) Given the reactants [Cl:1][C:2]1[C:3]([F:21])=[C:4]([C:10]2[N:14]([CH:15]3[CH2:20][CH2:19][CH2:18][CH2:17][O:16]3)[N:13]=[CH:12][CH:11]=2)[CH:5]=[C:6]([F:9])[C:7]=1I.[Cu][C:23]#[N:24], predict the reaction product. The product is: [Cl:1][C:2]1[C:3]([F:21])=[C:4]([C:10]2[N:14]([CH:15]3[CH2:20][CH2:19][CH2:18][CH2:17][O:16]3)[N:13]=[CH:12][CH:11]=2)[CH:5]=[C:6]([F:9])[C:7]=1[C:23]#[N:24]. (3) Given the reactants [C:1]([C:9]1[CH:17]=[CH:16][C:12]([C:13]([OH:15])=[O:14])=[CH:11][CH:10]=1)(=O)[C:2]1[CH:7]=[CH:6][CH:5]=[CH:4][CH:3]=1, predict the reaction product. The product is: [CH2:1]([C:9]1[CH:10]=[CH:11][C:12]([C:13]([OH:15])=[O:14])=[CH:16][CH:17]=1)[C:2]1[CH:3]=[CH:4][CH:5]=[CH:6][CH:7]=1.